Dataset: Reaction yield outcomes from USPTO patents with 853,638 reactions. Task: Predict the reaction yield, written as a fraction of the theoretical maximum amount of product (1.0 means a 100% yield; for example, 0.34 means a 34% yield). (1) The reactants are F[C:2]1[CH:26]=[CH:25][C:24]([C:27]([F:30])([F:29])[F:28])=[CH:23][C:3]=1[C:4](/[N:6]=[C:7]1/[N:8]([CH2:17][C@H:18]2[CH2:22][CH2:21][CH2:20][O:19]2)[N:9]([CH3:16])[C:10]([C:12]2([CH3:15])[CH2:14][CH2:13]2)=[CH:11]/1)=[O:5].[CH3:31][C:32]([OH:37])([CH3:36])[CH2:33][CH2:34][OH:35].CC([O-])(C)C.[Na+]. The catalyst is C1COCC1.O. The product is [OH:37][C:32]([CH3:36])([CH3:31])[CH2:33][CH2:34][O:35][C:2]1[CH:26]=[CH:25][C:24]([C:27]([F:29])([F:30])[F:28])=[CH:23][C:3]=1[C:4](/[N:6]=[C:7]1/[N:8]([CH2:17][C@H:18]2[CH2:22][CH2:21][CH2:20][O:19]2)[N:9]([CH3:16])[C:10]([C:12]2([CH3:15])[CH2:13][CH2:14]2)=[CH:11]/1)=[O:5]. The yield is 0.540. (2) The reactants are [CH3:1][C:2]1[CH:7]=[CH:6][N:5]=[C:4]([CH:8]=[O:9])[CH:3]=1.C[Si]([C:14]#[N:15])(C)C.[H-].[Al+3].[Li+].[H-].[H-].[H-].[OH-].[Na+]. The catalyst is C(Cl)Cl.[I-].[Zn+2].[I-].O. The product is [NH2:15][CH2:14][CH:8]([C:4]1[CH:3]=[C:2]([CH3:1])[CH:7]=[CH:6][N:5]=1)[OH:9]. The yield is 0.330. (3) The product is [CH3:9][S:10][C:11]1[CH:16]=[CH:15][CH:14]=[CH:13][C:12]=1[C:2]1[NH:6][CH:5]=[C:4]([CH:7]=[O:8])[CH:3]=1. The yield is 0.690. The catalyst is O. The reactants are Br[C:2]1[NH:6][CH:5]=[C:4]([CH:7]=[O:8])[CH:3]=1.[CH3:9][S:10][C:11]1[CH:16]=[CH:15][CH:14]=[CH:13][C:12]=1B(O)O.C(=O)([O-])[O-].[Na+].[Na+].COCCOC. (4) The reactants are [Cl:1][C:2]1[CH:6]=[C:5]([CH:7]=[CH2:8])[NH:4][C:3]=1[C:9]([O:11][CH3:12])=[O:10].B1C2CCCC1CCC2.[OH-:22].[Na+].OO. The catalyst is C1COCC1. The product is [Cl:1][C:2]1[CH:6]=[C:5]([CH2:7][CH2:8][OH:22])[NH:4][C:3]=1[C:9]([O:11][CH3:12])=[O:10]. The yield is 0.270. (5) The reactants are C(N([P:8]([N:10]([CH:14]([CH3:16])[CH3:15])[CH:11]([CH3:13])[CH3:12])[Cl:9])C(C)C)(C)C.P(Cl)(Cl)[Cl:18]. The catalyst is C(#N)C. The product is [CH:11]([N:10]([P:8]([Cl:18])[Cl:9])[CH:14]([CH3:16])[CH3:15])([CH3:13])[CH3:12]. The yield is 0.810. (6) The reactants are C(=O)([O-])[O-].[Cs+].[Cs+].Br[CH2:8][CH2:9][CH2:10][C:11]([F:14])([F:13])[F:12].[C:15]([O:19][C:20]([NH:22][C@@H:23]([CH2:28][C:29]1[N:30]=[CH:31][NH:32][CH:33]=1)[C:24]([O:26][CH3:27])=[O:25])=[O:21])([CH3:18])([CH3:17])[CH3:16]. The catalyst is CN(C)C=O. The yield is 0.550. The product is [C:15]([O:19][C:20]([NH:22][C@@H:23]([CH2:28][C:29]1[N:30]=[CH:31][N:32]([CH2:8][CH2:9][CH2:10][C:11]([F:14])([F:13])[F:12])[CH:33]=1)[C:24]([O:26][CH3:27])=[O:25])=[O:21])([CH3:18])([CH3:16])[CH3:17].